This data is from Full USPTO retrosynthesis dataset with 1.9M reactions from patents (1976-2016). The task is: Predict the reactants needed to synthesize the given product. (1) Given the product [CH2:1]([C:3]1([CH2:25][CH3:26])[CH2:4][CH:5]([CH2:9][CH2:10][N:11]2[CH2:16][CH2:15][N:14]([CH2:17][C:18]3[CH:21]=[CH:22][C:23]([F:27])=[CH:24][CH:19]=3)[CH2:13][CH2:12]2)[O:6][C:7]1=[O:8])[CH3:2], predict the reactants needed to synthesize it. The reactants are: [CH2:1]([C:3]1([CH2:25][CH3:26])[C:7](=[O:8])[O:6][CH:5]([CH2:9][CH2:10][N:11]2[CH2:16][CH2:15][N:14]([C:17]3[CH:24]=[CH:23][CH:22]=[CH:21][C:18]=3[C:19]#N)[CH2:13][CH2:12]2)[CH2:4]1)[CH3:2].[F:27]C1C=CC(CN2CCNCC2)=CC=1.N1(C2C=CC=CC=2C#N)CCNCC1. (2) The reactants are: [H-].[Na+].C(OP([CH2:11][C:12]([O:14][CH2:15][CH3:16])=[O:13])(OCC)=O)C.[CH3:17][C:18]1[CH:28]=[C:21]2[C:22]([CH:26]=O)=[CH:23][CH:24]=[CH:25][N:20]2[N:19]=1.O. Given the product [CH3:17][C:18]1[CH:28]=[C:21]2[C:22](/[CH:26]=[CH:11]/[C:12]([O:14][CH2:15][CH3:16])=[O:13])=[CH:23][CH:24]=[CH:25][N:20]2[N:19]=1, predict the reactants needed to synthesize it. (3) Given the product [CH3:23][N:21]([CH3:20])[C:4]1[CH:5]=[C:6]([CH:16]=[CH:17][CH:18]=1)[CH2:7][NH:8][C:9](=[O:15])[O:10][C:11]([CH3:14])([CH3:13])[CH3:12], predict the reactants needed to synthesize it. The reactants are: C=O.N[C:4]1[CH:5]=[C:6]([CH:16]=[CH:17][CH:18]=1)[CH2:7][NH:8][C:9](=[O:15])[O:10][C:11]([CH3:14])([CH3:13])[CH3:12].[BH3-][C:20]#[N:21].[Na+].[CH3:23]C(O)=O. (4) The reactants are: [CH3:1][O:2][C:3](=[O:23])[CH2:4][C:5]1[CH:6]=[C:7]([C:13]2[CH:18]=[C:17]([O:19][CH3:20])[CH:16]=[CH:15][C:14]=2[CH:21]=O)[C:8]([O:11][CH3:12])=[CH:9][CH:10]=1.[CH2:24]([NH2:26])[CH3:25]. Given the product [CH3:1][O:2][C:3](=[O:23])[CH2:4][C:5]1[CH:6]=[C:7]([C:13]2[CH:18]=[C:17]([O:19][CH3:20])[CH:16]=[CH:15][C:14]=2[CH2:21][NH:26][CH2:24][CH3:25])[C:8]([O:11][CH3:12])=[CH:9][CH:10]=1, predict the reactants needed to synthesize it. (5) Given the product [NH:24]1[CH:28]=[C:27]([C:2]2[CH:7]=[CH:6][N:5]=[C:4]3[N:8]([CH2:11][O:12][CH2:13][CH2:14][Si:15]([CH3:18])([CH3:17])[CH3:16])[CH:9]=[CH:10][C:3]=23)[CH:26]=[N:25]1, predict the reactants needed to synthesize it. The reactants are: Br[C:2]1[CH:7]=[CH:6][N:5]=[C:4]2[N:8]([CH2:11][O:12][CH2:13][CH2:14][Si:15]([CH3:18])([CH3:17])[CH3:16])[CH:9]=[CH:10][C:3]=12.C(OC([N:24]1[CH:28]=[C:27](B2OC(C)(C)C(C)(C)O2)[CH:26]=[N:25]1)C)C.C(=O)([O-])[O-].[Na+].[Na+].Cl.[OH-].[Na+]. (6) The reactants are: [Cl:1][C:2]1[C:3]([CH3:18])=[N:4][CH:5]=[CH:6][C:7]=1[O:8][C@H:9]1[CH2:14][CH2:13][C@H:12]([CH:15]([NH2:17])[CH3:16])[CH2:11][CH2:10]1.[Cl:19][C:20]1[CH:28]=[CH:27][C:23]([C:24](O)=[O:25])=[CH:22][CH:21]=1.C(N(CC)CC)C.F[P-](F)(F)(F)(F)F.N1(O[P+](N(C)C)(N(C)C)N(C)C)C2C=CC=CC=2N=N1. Given the product [Cl:19][C:20]1[CH:28]=[CH:27][C:23]([C:24]([NH:17][CH:15]([C@H:12]2[CH2:11][CH2:10][C@H:9]([O:8][C:7]3[CH:6]=[CH:5][N:4]=[C:3]([CH3:18])[C:2]=3[Cl:1])[CH2:14][CH2:13]2)[CH3:16])=[O:25])=[CH:22][CH:21]=1, predict the reactants needed to synthesize it. (7) The reactants are: Cl[C:2]1[CH:7]=[CH:6][C:5]([N+:8]([O-:10])=[O:9])=[CH:4][N:3]=1.[CH:11]([C:13]1[C:14]([O:23][CH:24]([CH3:26])[CH3:25])=[C:15](B(O)O)[CH:16]=[C:17]([CH3:19])[CH:18]=1)=[O:12]. Given the product [CH:24]([O:23][C:14]1[C:15]([C:2]2[CH:7]=[CH:6][C:5]([N+:8]([O-:10])=[O:9])=[CH:4][N:3]=2)=[CH:16][C:17]([CH3:19])=[CH:18][C:13]=1[CH:11]=[O:12])([CH3:26])[CH3:25], predict the reactants needed to synthesize it.